From a dataset of Forward reaction prediction with 1.9M reactions from USPTO patents (1976-2016). Predict the product of the given reaction. (1) Given the reactants Cl.[N:2]1[N:3]=[C:4]([C:11]2[N:12]=[C:13]([C:16](F)(F)F)[S:14][CH:15]=2)[N:5]2[CH2:10][CH2:9][NH:8][CH2:7][C:6]=12.[CH3:20][CH:21]1[N:26]([C:27]([O:29][C:30]([CH3:33])([CH3:32])[CH3:31])=[O:28])[CH2:25][CH2:24][N:23]2[C:34]([C:37]3[N:38]=[C:39]([CH3:42])[S:40][CH:41]=3)=[N:35][N:36]=[C:22]12.CC1C(=O)NCCN1C(OC(C)(C)C)=O, predict the reaction product. The product is: [N:2]1[N:3]=[C:4]([C:11]2[N:12]=[C:13]([CH:16]=[CH2:20])[S:14][CH:15]=2)[N:5]2[CH2:10][CH2:9][NH:8][CH2:7][C:6]=12.[CH3:20][CH:21]1[N:26]([C:27]([O:29][C:30]([CH3:33])([CH3:31])[CH3:32])=[O:28])[CH2:25][CH2:24][N:23]2[C:34]([C:37]3[N:38]=[C:39]([CH3:42])[S:40][CH:41]=3)=[N:35][N:36]=[C:22]12. (2) Given the reactants [S:1]1[C:5]2[CH:6]=[CH:7][CH:8]=[CH:9][C:4]=2[N:3]=[C:2]1[NH2:10].[O:11]1[C:15]2[CH:16]=[CH:17][C:18]([C:20]3[S:21][CH:22]=[C:23]([C:25](O)=[O:26])[N:24]=3)=[CH:19][C:14]=2[CH2:13][CH2:12]1.CN(C(ON1N=NC2C=CC=CC1=2)=[N+](C)C)C.F[P-](F)(F)(F)(F)F.CCN(C(C)C)C(C)C, predict the reaction product. The product is: [S:1]1[C:5]2[CH:6]=[CH:7][CH:8]=[CH:9][C:4]=2[N:3]=[C:2]1[NH:10][C:25]([C:23]1[N:24]=[C:20]([C:18]2[CH:17]=[CH:16][C:15]3[O:11][CH2:12][CH2:13][C:14]=3[CH:19]=2)[S:21][CH:22]=1)=[O:26]. (3) Given the reactants Cl[C:2]1[C:7]([O:8][C:9]2[CH:14]=[C:13]([O:15][CH3:16])[CH:12]=[CH:11][C:10]=2[Cl:17])=[C:6]([Cl:18])[N:5]=[CH:4][N:3]=1.[K].[CH2:20]([NH:27][S:28](=[O:31])(=[O:30])[NH2:29])[C:21]1[CH:26]=[CH:25][CH:24]=[CH:23][CH:22]=1, predict the reaction product. The product is: [Cl:18][C:6]1[N:5]=[C:4]([NH:29][S:28](=[O:30])(=[O:31])[NH:27][CH2:20][C:21]2[CH:26]=[CH:25][CH:24]=[CH:23][CH:22]=2)[N:3]=[CH:2][C:7]=1[O:8][C:9]1[CH:14]=[C:13]([O:15][CH3:16])[CH:12]=[CH:11][C:10]=1[Cl:17]. (4) Given the reactants [F:1][C:2]1[CH:26]=[CH:25][CH:24]=[CH:23][C:3]=1[CH2:4][N:5]1[C:9]2=[N:10][CH:11]=[CH:12][CH:13]=[C:8]2[C:7]([C:14]2[N:19]=[C:18]([NH2:20])[C:17]([O:21]C)=[CH:16][N:15]=2)=[N:6]1.C1(S)C=CC=CC=1.C(=O)([O-])[O-].[K+].[K+], predict the reaction product. The product is: [NH2:20][C:18]1[C:17]([OH:21])=[CH:16][N:15]=[C:14]([C:7]2[C:8]3[C:9](=[N:10][CH:11]=[CH:12][CH:13]=3)[N:5]([CH2:4][C:3]3[CH:23]=[CH:24][CH:25]=[CH:26][C:2]=3[F:1])[N:6]=2)[N:19]=1.